Predict the reactants needed to synthesize the given product. From a dataset of Full USPTO retrosynthesis dataset with 1.9M reactions from patents (1976-2016). (1) Given the product [F:12][C:13]1[C:22]2[C:17](=[CH:18][CH:19]=[CH:20][CH:21]=2)[C:16]([S:7]([C:4]2[CH:5]=[CH:6][C:1]([CH3:11])=[CH:2][CH:3]=2)(=[O:9])=[O:8])=[CH:15][CH:14]=1, predict the reactants needed to synthesize it. The reactants are: [C:1]1([CH3:11])[CH:6]=[CH:5][C:4]([S:7](Cl)(=[O:9])=[O:8])=[CH:3][CH:2]=1.[F:12][C:13]1[C:22]2[C:17](=[CH:18][CH:19]=[CH:20][CH:21]=2)[CH:16]=[CH:15][CH:14]=1.[Cl-].[Cl-].[Cl-].[Al+3]. (2) The reactants are: [OH:1][C:2]12[C:13]3[C:8](=[C:9]([N+:14]([O-])=O)[CH:10]=[CH:11][CH:12]=3)[C:7](=[O:17])[C:6]1([NH:18][C:19]([C:21]1[NH:22][N:23]=[C:24]3[C:29]=1[CH:28]=[CH:27][CH:26]=[CH:25]3)=[O:20])[C:5]1[CH:30]=[CH:31][C:32]([CH:34]([CH3:36])[CH3:35])=[CH:33][C:4]=1[O:3]2.C(O)C. Given the product [NH2:14][C:9]1[CH:10]=[CH:11][CH:12]=[C:13]2[C:8]=1[C:7](=[O:17])[C:6]1([NH:18][C:19]([C:21]3[NH:22][N:23]=[C:24]4[C:29]=3[CH:28]=[CH:27][CH:26]=[CH:25]4)=[O:20])[C:5]3[CH:30]=[CH:31][C:32]([CH:34]([CH3:36])[CH3:35])=[CH:33][C:4]=3[O:3][C:2]12[OH:1], predict the reactants needed to synthesize it. (3) Given the product [CH:1]([N:14]1[CH2:19][CH2:18][N:17]([C:27]2[CH:28]=[CH:29][C:24]3[N:25]([C:21]([Cl:20])=[N:22][N:23]=3)[N:26]=2)[CH2:16][CH2:15]1)([C:8]1[CH:13]=[CH:12][CH:11]=[CH:10][CH:9]=1)[C:2]1[CH:7]=[CH:6][CH:5]=[CH:4][CH:3]=1, predict the reactants needed to synthesize it. The reactants are: [CH:1]([N:14]1[CH2:19][CH2:18][NH:17][CH2:16][CH2:15]1)([C:8]1[CH:13]=[CH:12][CH:11]=[CH:10][CH:9]=1)[C:2]1[CH:7]=[CH:6][CH:5]=[CH:4][CH:3]=1.[Cl:20][C:21]1[N:25]2[N:26]=[C:27](Cl)[CH:28]=[CH:29][C:24]2=[N:23][N:22]=1. (4) Given the product [NH2:42][C:19]1[CH:20]=[C:21]([CH:29]=[CH:30][C:18]=1[NH:17][C:15](=[O:16])[CH:14]([N:11]1[CH:12]=[CH:13][C:8]([C:6]2[CH:7]=[C:2]([Cl:1])[CH:3]=[CH:4][C:5]=2[N+:39]([O-:41])=[O:40])=[CH:9][C:10]1=[O:38])[CH2:31][C:32]1[CH:33]=[CH:34][CH:35]=[CH:36][CH:37]=1)[C:22]([O:24][C:25]([CH3:27])([CH3:28])[CH3:26])=[O:23], predict the reactants needed to synthesize it. The reactants are: [Cl:1][C:2]1[CH:3]=[CH:4][C:5]([N+:39]([O-:41])=[O:40])=[C:6]([C:8]2[CH:13]=[CH:12][N:11]([CH:14]([CH2:31][C:32]3[CH:37]=[CH:36][CH:35]=[CH:34][CH:33]=3)[C:15]([NH:17][C:18]3[CH:30]=[CH:29][C:21]([C:22]([O:24][C:25]([CH3:28])([CH3:27])[CH3:26])=[O:23])=[CH:20][CH:19]=3)=[O:16])[C:10](=[O:38])[CH:9]=2)[CH:7]=1.[NH2:42]C1C=CC(C(OC(C)(C)C)=O)=CC=1.